This data is from Full USPTO retrosynthesis dataset with 1.9M reactions from patents (1976-2016). The task is: Predict the reactants needed to synthesize the given product. The reactants are: [CH3:1][C:2](C)([O-:4])[CH3:3].[Na+].CS[C:9]1[CH:14]=[CH:13][CH:12]=[C:11](SC)C=1.[C:17]1(C)[CH:22]=[CH:21]C=[CH:19][CH:18]=1. Given the product [C:2]([C:3]1[CH:11]=[CH:12][CH:13]=[CH:14][CH:9]=1)(=[O:4])[C:1]1[CH:21]=[CH:22][CH:17]=[CH:18][CH:19]=1, predict the reactants needed to synthesize it.